Dataset: Full USPTO retrosynthesis dataset with 1.9M reactions from patents (1976-2016). Task: Predict the reactants needed to synthesize the given product. (1) Given the product [CH3:30][C:20]1[CH:25]=[CH:24][C:23]([S:26]([O:19][CH2:18][CH:15]2[CH2:14][C:13]3[CH:12]=[CH:11][CH:10]=[C:9]([C:3]4[C:4]([F:8])=[CH:5][CH:6]=[CH:7][C:2]=4[F:1])[C:17]=3[O:16]2)(=[O:28])=[O:27])=[CH:22][CH:21]=1, predict the reactants needed to synthesize it. The reactants are: [F:1][C:2]1[CH:7]=[CH:6][CH:5]=[C:4]([F:8])[C:3]=1[C:9]1[C:17]2[O:16][CH:15]([CH2:18][OH:19])[CH2:14][C:13]=2[CH:12]=[CH:11][CH:10]=1.[C:20]1([CH3:30])[CH:25]=[CH:24][C:23]([S:26](Cl)(=[O:28])=[O:27])=[CH:22][CH:21]=1. (2) Given the product [Br:21][C:7]1[CH:8]=[N:9][C:10]2[C:5]([C:6]=1[OH:12])=[CH:4][C:3]([I:13])=[C:2]([Cl:1])[CH:11]=2, predict the reactants needed to synthesize it. The reactants are: [Cl:1][C:2]1[CH:11]=[C:10]2[C:5]([C:6]([OH:12])=[CH:7][CH:8]=[N:9]2)=[CH:4][C:3]=1[I:13].C1C(=O)N([Br:21])C(=O)C1. (3) Given the product [CH2:1]([O:3][C:4]1[C:12]2[CH2:11][N:10]([C:13]3[CH:14]=[CH:15][C:16]([CH2:19][C:20]([OH:22])=[O:21])=[CH:17][CH:18]=3)[C:9](=[O:25])[C:8]=2[C:7]([O:26][CH2:27][CH3:28])=[C:6]2[CH:29]=[CH:30][CH:31]=[CH:32][C:5]=12)[CH3:2], predict the reactants needed to synthesize it. The reactants are: [CH2:1]([O:3][C:4]1[C:12]2[CH2:11][N:10]([C:13]3[CH:18]=[CH:17][C:16]([CH2:19][C:20]([O:22]CC)=[O:21])=[CH:15][CH:14]=3)[C:9](=[O:25])[C:8]=2[C:7]([O:26][CH2:27][CH3:28])=[C:6]2[CH:29]=[CH:30][CH:31]=[CH:32][C:5]=12)[CH3:2].C(=O)([O-])[O-].[K+].[K+].C(O)C. (4) Given the product [Br:1][C:2]1[N:6]2[C:7](=[O:15])[CH:8]=[C:9]([CH2:11][C:12](=[S:26])[NH2:14])[N:10]=[C:5]2[S:4][C:3]=1[CH3:16], predict the reactants needed to synthesize it. The reactants are: [Br:1][C:2]1[N:6]2[C:7](=[O:15])[CH:8]=[C:9]([CH2:11][C:12]([NH2:14])=O)[N:10]=[C:5]2[S:4][C:3]=1[CH3:16].COC1C=CC(P2(=S)SP(=S)(C3C=CC(OC)=CC=3)[S:26]2)=CC=1. (5) Given the product [F:1][C:2]1[C:3]([N:18]2[C:23](=[O:24])[CH:22]=[C:21]([C:25]([F:28])([F:27])[F:26])[N:20]([CH3:29])[C:19]2=[O:30])=[CH:4][C:5]([O:9][C:10]2[CH:15]=[CH:14][CH:13]=[C:12]([O:16][CH3:17])[CH:11]=2)=[C:6]([C:32]#[N:33])[CH:7]=1, predict the reactants needed to synthesize it. The reactants are: [F:1][C:2]1[C:3]([N:18]2[C:23](=[O:24])[CH:22]=[C:21]([C:25]([F:28])([F:27])[F:26])[N:20]([CH3:29])[C:19]2=[O:30])=[CH:4][C:5]([O:9][C:10]2[CH:15]=[CH:14][CH:13]=[C:12]([O:16][CH3:17])[CH:11]=2)=[C:6](Br)[CH:7]=1.[Cu](C#N)[C:32]#[N:33].CN1CCCC1=O. (6) Given the product [CH3:1][O:2][C:3]([CH:5]1[CH2:13][C:12]2[C:7](=[CH:8][CH:9]=[CH:10][C:11]=2[N+:14]([O-:16])=[O:15])[CH2:6]1)=[O:4], predict the reactants needed to synthesize it. The reactants are: [CH3:1][O:2][C:3]([C:5]1(C(OC)=O)[CH2:13][C:12]2[C:7](=[CH:8][CH:9]=[CH:10][C:11]=2[N+:14]([O-:16])=[O:15])[CH2:6]1)=[O:4].[Cl-].[Li+].O.